From a dataset of Peptide-MHC class I binding affinity with 185,985 pairs from IEDB/IMGT. Regression. Given a peptide amino acid sequence and an MHC pseudo amino acid sequence, predict their binding affinity value. This is MHC class I binding data. The binding affinity (normalized) is 0.0442. The peptide sequence is RRQDILDLWIY. The MHC is HLA-B57:01 with pseudo-sequence HLA-B57:01.